Dataset: Full USPTO retrosynthesis dataset with 1.9M reactions from patents (1976-2016). Task: Predict the reactants needed to synthesize the given product. (1) The reactants are: [Br:1][C:2]1[CH:3]=[C:4]([C:10]2[CH:15]=[CH:14][C:13]([C:16]([OH:18])=[O:17])=[CH:12][CH:11]=2)[CH:5]=[CH:6][C:7]=1[O:8][CH3:9].CN(C)C=O.[C:24](Cl)(=O)C(Cl)=O.[Cl-].[NH4+].[C:32]1([CH3:38])[CH:37]=CC=C[CH:33]=1. Given the product [Br:1][C:2]1[CH:3]=[C:4]([C:10]2[CH:15]=[CH:14][C:13]([C:16]([O:18][CH2:33][C:32]([CH3:38])([CH3:24])[CH3:37])=[O:17])=[CH:12][CH:11]=2)[CH:5]=[CH:6][C:7]=1[O:8][CH3:9], predict the reactants needed to synthesize it. (2) Given the product [C:1]([OH:5])(=[O:4])[CH:2]=[CH2:3].[NH2:8][C:9]([O:31][CH2:26][CH3:25])=[O:10], predict the reactants needed to synthesize it. The reactants are: [C:1]([O:5]CC[N:8]=[C:9]=[O:10])(=[O:4])[CH:2]=[CH2:3].COC1C=CC(O)=CC=1.C(C1C=CC(C)=[C:26]([OH:31])[C:25]=1C(C)(C)C)(C)(C)C.C([O-])(=O)CCCCCCCCCCC.C([O-])(=O)CCCCCCCCCCC.C([Sn+2]CCCC)CCC. (3) Given the product [CH3:1][O:2][C:3]([C:5]1[CH:6]=[CH:7][CH:8]=[C:9]2[O:13][C:12]([NH:14][CH:15]3[CH2:20][CH2:19][N:18]([CH2:27][C:26]4[CH:29]=[C:30]([O:37][CH2:38][CH3:39])[C:31]([N:32]5[CH:36]=[CH:35][CH:34]=[CH:33]5)=[C:24]([O:23][CH2:21][CH3:22])[CH:25]=4)[CH2:17][CH2:16]3)=[N:11][C:10]=12)=[O:4], predict the reactants needed to synthesize it. The reactants are: [CH3:1][O:2][C:3]([C:5]1[CH:6]=[CH:7][CH:8]=[C:9]2[O:13][C:12]([NH:14][CH:15]3[CH2:20][CH2:19][NH:18][CH2:17][CH2:16]3)=[N:11][C:10]=12)=[O:4].[CH2:21]([O:23][C:24]1[CH:25]=[C:26]([CH:29]=[C:30]([O:37][CH2:38][CH3:39])[C:31]=1[N:32]1[CH:36]=[CH:35][CH:34]=[CH:33]1)[CH:27]=O)[CH3:22].C([BH3-])#N.[Na+].C(N(C(C)C)C(C)C)C. (4) Given the product [Cl:19][CH:18]([Cl:20])[C:16]([N:15]1[C@H:12]([CH2:13][OH:14])[C@@H:11]([C:8]2[CH:7]=[CH:6][C:5]([S:2]([CH3:1])(=[O:3])=[O:4])=[CH:10][CH:9]=2)[O:21][C:23]1=[O:24])=[O:17], predict the reactants needed to synthesize it. The reactants are: [CH3:1][S:2]([C:5]1[CH:6]=[CH:7][C:8]([C@@H:11]([OH:21])[C@H:12]([NH:15][C:16]([CH:18]([Cl:20])[Cl:19])=[O:17])[CH2:13][OH:14])=[CH:9][CH:10]=1)(=[O:4])=[O:3].Cl[C:23](OCC)=[O:24].C(N(CC)CC)C. (5) The reactants are: F[C:2]1[CH:3]=[C:4]([N+:9]([O-:11])=[O:10])[CH:5]=[C:6]([F:8])[CH:7]=1.[CH3:12][N:13]1[CH2:18][CH2:17][NH:16][CH2:15][CH2:14]1.O. Given the product [F:8][C:6]1[CH:7]=[C:2]([N:16]2[CH2:17][CH2:18][N:13]([CH3:12])[CH2:14][CH2:15]2)[CH:3]=[C:4]([N+:9]([O-:11])=[O:10])[CH:5]=1, predict the reactants needed to synthesize it. (6) Given the product [CH3:1][C:2]1[NH:8][C:9]2=[N:10][CH:11]=[C:12]([N+:16]([O-:18])=[O:17])[CH:13]=[C:14]2[N:15]=1, predict the reactants needed to synthesize it. The reactants are: [C:1](OC(=O)C)(=O)[CH3:2].[NH2:8][C:9]1[C:14]([NH2:15])=[CH:13][C:12]([N+:16]([O-:18])=[O:17])=[CH:11][N:10]=1. (7) The reactants are: [CH:1]1C=CC(C([C@H]2OCC(NCCC3C=CC(F)=CC=3)C(O)C2)C2C=CC=CC=2)=CC=1.[CH2:31]([O:35][C:36]([C:38]1[N:39]=[C:40](Cl)[C:41]2[C:46]([C:47]=1[OH:48])=[CH:45][CH:44]=[C:43]([O:49][C:50]1[CH:55]=[CH:54][C:53]([C:56]([F:59])([F:58])[F:57])=[CH:52][CH:51]=1)[CH:42]=2)=[O:37])[CH2:32][CH2:33][CH3:34]. Given the product [CH2:31]([O:35][C:36]([C:38]1[N:39]=[C:40]([CH3:1])[C:41]2[C:46]([C:47]=1[OH:48])=[CH:45][CH:44]=[C:43]([O:49][C:50]1[CH:55]=[CH:54][C:53]([C:56]([F:59])([F:58])[F:57])=[CH:52][CH:51]=1)[CH:42]=2)=[O:37])[CH2:32][CH2:33][CH3:34], predict the reactants needed to synthesize it. (8) Given the product [C:8]([C:7]1[CH:10]=[CH:11][C:12]([CH:13]([NH:16][C:15](=[O:20])[O:17][CH2:18][CH3:19])[NH:16][C:15](=[O:20])[O:17][CH2:18][CH3:19])=[C:5]([F:4])[CH:6]=1)#[N:9], predict the reactants needed to synthesize it. The reactants are: [Cl-].[Ca+2].[Cl-].[F:4][C:5]1[CH:6]=[C:7]([CH:10]=[CH:11][C:12]=1[CH:13]=O)[C:8]#[N:9].[C:15](=[O:20])([O:17][CH2:18][CH3:19])[NH2:16]. (9) The reactants are: C([NH:19]CC(O)CN1CCN(CC(O)CNCCCCCCCCC=CCCCCCCCC)CC1)CCCCCCCC=CCCCCCCCC.BrCCC[N:57]1[C:61](=[O:62])[C:60]2=[CH:63][CH:64]=[CH:65][CH:66]=[C:59]2[C:58]1=[O:67].C(N(C(C)C)CC)(C)C. Given the product [C:58]([NH2:19])(=[O:67])[C:59]1[C:60](=[CH:63][CH:64]=[CH:65][CH:66]=1)[C:61]([NH2:57])=[O:62], predict the reactants needed to synthesize it. (10) Given the product [NH:1]([C:2]1[CH:3]=[CH:4][C:5]([O:8][CH3:9])=[N:6][CH:7]=1)[NH2:10], predict the reactants needed to synthesize it. The reactants are: [NH2:1][C:2]1[CH:3]=[CH:4][C:5]([O:8][CH3:9])=[N:6][CH:7]=1.[N:10]([O-])=O.[Na+].O.O.[Sn](Cl)Cl.[OH-].[K+].